Binary Classification. Given a miRNA mature sequence and a target amino acid sequence, predict their likelihood of interaction. From a dataset of Experimentally validated miRNA-target interactions with 360,000+ pairs, plus equal number of negative samples. The miRNA is mmu-miR-421-5p with sequence CUCAUUAAAUGUUUGUUGAAU. The protein sequence of the target gene is MSDKSDLKAELERKKQRLAQIREEKKRKEEERKKKEADMQQKKEPVQDDSDLDRKRRETEALLQSIGISPEPPLVQPLHFLTWDTCYFHYLVPTPMSPSSKSVSTPSEAGSQDSGDLGPLTRTLQWDTDPSVLQLQSDSELGRRLHKLGVSKVTQVDFLPREVVSYSKETQTPLATHQSEEDEEDEEMVESKVGQDSELENQDKKQEVKEAPPRELTEEEKQQILHSEEFLIFFDRTIRVIERALAEDSDIFFDYSGRELEEKDGDVQAGANLSFNRQFYDEHWSKHRVVTCMDWSLQYP.... Result: 0 (no interaction).